Dataset: Catalyst prediction with 721,799 reactions and 888 catalyst types from USPTO. Task: Predict which catalyst facilitates the given reaction. (1) Reactant: [C:1]12([C:11]3[CH:16]=[C:15]([Br:17])[CH:14]=[C:13]([O:18][CH3:19])[C:12]=3[OH:20])[CH2:10][CH:5]3[CH2:6][CH:7]([CH2:9][CH:3]([CH2:4]3)[CH2:2]1)[CH2:8]2.[CH2:21](Br)[C:22]1[CH:27]=[CH:26][CH:25]=[CH:24][CH:23]=1.C([O-])([O-])=O.[K+].[K+]. Product: [C:1]12([C:11]3[CH:16]=[C:15]([Br:17])[CH:14]=[C:13]([O:18][CH3:19])[C:12]=3[O:20][CH2:21][C:22]3[CH:27]=[CH:26][CH:25]=[CH:24][CH:23]=3)[CH2:2][CH:3]3[CH2:9][CH:7]([CH2:6][CH:5]([CH2:4]3)[CH2:10]1)[CH2:8]2. The catalyst class is: 21. (2) Reactant: [CH3:1][C:2]1[CH:3]=[C:4]([SH:9])[CH:5]=[C:6]([CH3:8])[CH:7]=1.Cl[N:11]1[C:15](=[O:16])[CH2:14][CH2:13][C:12]1=[O:17].C(N(CC)CC)C.Cl. Product: [CH3:1][C:2]1[CH:3]=[C:4]([S:9][N:11]2[C:15](=[O:16])[CH2:14][CH2:13][C:12]2=[O:17])[CH:5]=[C:6]([CH3:8])[CH:7]=1. The catalyst class is: 4. (3) Reactant: [CH3:1][N:2]([C@@H:10]1[CH2:14][CH2:13][N:12]([C:15]2[C:16]3[CH:23]=[CH:22][N:21]([CH2:24][O:25][CH2:26][CH2:27][Si:28]([CH3:31])([CH3:30])[CH3:29])[C:17]=3[N:18]=[CH:19][N:20]=2)[CH2:11]1)[C:3]1[CH:8]=[CH:7][C:6]([NH2:9])=[CH:5][N:4]=1.C([O-])([O-])=O.[K+].[K+].Cl[CH2:39][C:40]1[CH:45]=[CH:44][C:43]([F:46])=[CH:42][CH:41]=1.O. Product: [F:46][C:43]1[CH:44]=[CH:45][C:40]([CH2:39][NH:9][C:6]2[CH:7]=[CH:8][C:3]([N:2]([CH3:1])[C@@H:10]3[CH2:14][CH2:13][N:12]([C:15]4[C:16]5[CH:23]=[CH:22][N:21]([CH2:24][O:25][CH2:26][CH2:27][Si:28]([CH3:30])([CH3:29])[CH3:31])[C:17]=5[N:18]=[CH:19][N:20]=4)[CH2:11]3)=[N:4][CH:5]=2)=[CH:41][CH:42]=1. The catalyst class is: 3. (4) Reactant: [Cl:1][C:2]1[CH:3]=[C:4]([CH:6]=[CH:7][C:8]=1[CH3:9])[NH2:5].[C:10](O[C:10]([O:12][C:13]([CH3:16])([CH3:15])[CH3:14])=[O:11])([O:12][C:13]([CH3:16])([CH3:15])[CH3:14])=[O:11]. Product: [C:13]([O:12][C:10]([NH:5][C:4]1[CH:6]=[CH:7][C:8]([CH3:9])=[C:2]([Cl:1])[CH:3]=1)=[O:11])([CH3:16])([CH3:15])[CH3:14]. The catalyst class is: 7. (5) Reactant: [OH:1][C:2]1[CH:7]=[CH:6][C:5]([CH:8]2[CH2:13][CH2:12][N:11]([C:14]([O:16][C:17]([CH3:20])([CH3:19])[CH3:18])=[O:15])[CH2:10][CH2:9]2)=[CH:4][CH:3]=1.[H-].[Na+].Cl[C:24]1[N:25]([CH2:32][C@:33]2([CH3:36])[CH2:35][O:34]2)[CH:26]=[C:27]([N+:29]([O-:31])=[O:30])[N:28]=1. Product: [CH3:35][C@@:33]1([CH2:36][O:1][C:2]2[CH:7]=[CH:6][C:5]([CH:8]3[CH2:9][CH2:10][N:11]([C:14]([O:16][C:17]([CH3:20])([CH3:19])[CH3:18])=[O:15])[CH2:12][CH2:13]3)=[CH:4][CH:3]=2)[O:34][C:24]2=[N:28][C:27]([N+:29]([O-:31])=[O:30])=[CH:26][N:25]2[CH2:32]1. The catalyst class is: 3. (6) Reactant: CS([C:5]1[N:10]=[C:9]([C:11]2[CH:12]=[C:13]3[CH:29]=[N:28][NH:27][C:14]3=[N:15][C:16]=2[C:17]2[CH:22]=[CH:21][CH:20]=[C:19]([C:23]([F:26])([F:25])[F:24])[CH:18]=2)[CH:8]=[CH:7][N:6]=1)(=O)=O.[CH:30]1([CH2:33][NH2:34])[CH2:32][CH2:31]1. Product: [CH:30]1([CH2:33][NH:34][C:5]2[N:10]=[C:9]([C:11]3[CH:12]=[C:13]4[CH:29]=[N:28][NH:27][C:14]4=[N:15][C:16]=3[C:17]3[CH:22]=[CH:21][CH:20]=[C:19]([C:23]([F:25])([F:26])[F:24])[CH:18]=3)[CH:8]=[CH:7][N:6]=2)[CH2:32][CH2:31]1. The catalyst class is: 1. (7) Reactant: [OH:1][CH2:2][CH2:3][N:4]([CH3:12])[C:5](=[O:11])[O:6][C:7]([CH3:10])([CH3:9])[CH3:8].[H-].[Na+].[CH2:15](Br)[C:16]1[CH:21]=[CH:20][CH:19]=[CH:18][CH:17]=1. Product: [CH2:15]([O:1][CH2:2][CH2:3][N:4]([CH3:12])[C:5](=[O:11])[O:6][C:7]([CH3:8])([CH3:9])[CH3:10])[C:16]1[CH:21]=[CH:20][CH:19]=[CH:18][CH:17]=1. The catalyst class is: 1. (8) Reactant: [OH:1][CH:2]1[CH2:7][CH2:6][N:5]([C:8]2[C:13]([N:14]3[CH2:19][CH2:18][N:17](C(OC(C)(C)C)=O)[CH2:16][CH2:15]3)=[CH:12][CH:11]=[CH:10][N:9]=2)[CH2:4][CH2:3]1.CO.[ClH:29]. Product: [ClH:29].[ClH:29].[N:14]1([C:13]2[C:8]([N:5]3[CH2:4][CH2:3][CH:2]([OH:1])[CH2:7][CH2:6]3)=[N:9][CH:10]=[CH:11][CH:12]=2)[CH2:15][CH2:16][NH:17][CH2:18][CH2:19]1. The catalyst class is: 11. (9) Product: [NH2:16][C@@H:11]1[CH2:10][CH:9]=[CH:8][CH2:7][CH2:6][C:5](=[O:24])[O:4][C@@H:3]([C:25]2[CH:30]=[CH:29][CH:28]=[CH:27][CH:26]=2)[C@H:2]([CH3:1])[N:13]([CH3:14])[C:12]1=[O:15]. Reactant: [CH3:1][C@@H:2]1[N:13]([CH3:14])[C:12](=[O:15])[C@H:11]([NH:16]C(=O)OC(C)(C)C)[CH2:10][CH:9]=[CH:8][CH2:7][CH2:6][C:5](=[O:24])[O:4][C@H:3]1[C:25]1[CH:30]=[CH:29][CH:28]=[CH:27][CH:26]=1.FC(F)(F)C(O)=O. The catalyst class is: 2. (10) Reactant: O(S(C)(=O)=O)S(C)(=O)=O.[CH2:10]([O:12][C:13]([C:15]1[CH:19]=[CH:18][N:17]([CH:20]([CH3:22])[CH3:21])[C:16]=1[CH:23]([C:25]1[CH:30]=[CH:29][C:28]([Cl:31])=[CH:27][CH:26]=1)O)=[O:14])[CH3:11].CCN(CC)CC.[NH2:39][C:40]1[C:41](=[O:48])[N:42]([CH3:47])[CH:43]=[C:44]([Cl:46])[CH:45]=1. Product: [CH2:10]([O:12][C:13]([C:15]1[CH:19]=[CH:18][N:17]([CH:20]([CH3:22])[CH3:21])[C:16]=1[CH:23]([NH:39][C:40]1[C:41](=[O:48])[N:42]([CH3:47])[CH:43]=[C:44]([Cl:46])[CH:45]=1)[C:25]1[CH:30]=[CH:29][C:28]([Cl:31])=[CH:27][CH:26]=1)=[O:14])[CH3:11]. The catalyst class is: 34.